From a dataset of Reaction yield outcomes from USPTO patents with 853,638 reactions. Predict the reaction yield, written as a fraction of the theoretical maximum amount of product (1.0 means a 100% yield; for example, 0.34 means a 34% yield). (1) The reactants are [NH2:1][C:2]1[N:3]=[N:4][C:5]([Cl:12])=[CH:6][C:7]=1[C:8]([NH:10][CH3:11])=[O:9].Br[CH:14]([CH3:21])[C:15](=[O:20])[C:16]([F:19])([F:18])[F:17].C(=O)([O-])O.[Na+]. The catalyst is C(O)C. The product is [Cl:12][C:5]1[CH:6]=[C:7]([C:8]([NH:10][CH3:11])=[O:9])[C:2]2[N:3]([CH:14]([CH3:21])[C:15]([OH:20])([C:16]([F:19])([F:18])[F:17])[N:1]=2)[N:4]=1. The yield is 0.600. (2) The reactants are [Cl:1][C:2]1[N:7]=[CH:6][C:5]([NH2:8])=[C:4]([C:9]2[C:10]([F:24])=[N:11][CH:12]=[C:13](B3OC(C)(C)C(C)(C)O3)[CH:14]=2)[CH:3]=1.Br[C:26]1[S:34][C:33]2[CH2:32][CH2:31][N:30]([CH2:35][CH3:36])[CH2:29][C:28]=2[CH:27]=1. The catalyst is [F-].[K+].C(#N)C. The product is [Cl:1][C:2]1[N:7]=[CH:6][C:5]([NH2:8])=[C:4]([C:9]2[C:10]([F:24])=[N:11][CH:12]=[C:13]([C:26]3[S:34][C:33]4[CH2:32][CH2:31][N:30]([CH2:35][CH3:36])[CH2:29][C:28]=4[CH:27]=3)[CH:14]=2)[CH:3]=1. The yield is 0.470. (3) The reactants are Br[C:2]1[CH:7]=[CH:6][N:5]2[CH:8]=[C:9]([C:11]3[CH:16]=[CH:15][C:14]([O:17][CH3:18])=[CH:13][CH:12]=3)[N:10]=[C:4]2[CH:3]=1.[CH3:19][NH2:20]. No catalyst specified. The product is [CH3:18][O:17][C:14]1[CH:15]=[CH:16][C:11]([C:9]2[N:10]=[C:4]3[CH:3]=[C:2]([NH:20][CH3:19])[CH:7]=[CH:6][N:5]3[CH:8]=2)=[CH:12][CH:13]=1. The yield is 0.150. (4) The reactants are [Mg].Cl[CH2:3][Si:4]([CH3:7])([CH3:6])[CH3:5].Cl[P:9]([N:15]([CH2:18][CH3:19])[CH2:16][CH3:17])[N:10]([CH2:13][CH3:14])[CH2:11][CH3:12]. The catalyst is BrCCBr.C(OCC)C. The product is [CH2:18]([N:15]([P:9]([N:10]([CH2:11][CH3:12])[CH2:13][CH3:14])[CH2:3][Si:4]([CH3:7])([CH3:6])[CH3:5])[CH2:16][CH3:17])[CH3:19]. The yield is 0.620. (5) The reactants are Br[C:2]1[CH:7]=[CH:6][C:5]([CH2:8][N:9]2[C:14](=[O:15])[C:13]([C:16]([NH:18][CH2:19][C:20]([OH:22])=[O:21])=[O:17])=[C:12]([OH:23])[C:11]([CH:24]([CH3:26])[CH3:25])=[N:10]2)=[CH:4][CH:3]=1.[CH3:27][N:28]1[CH2:33][CH2:32][N:31]([C:34]2[CH:39]=[CH:38][C:37](B3OC(C)(C)C(C)(C)O3)=[CH:36][N:35]=2)[CH2:30][CH2:29]1.C(=O)([O-])[O-].[K+].[K+].Cl. The catalyst is O1CCOCC1.O.C1C=CC([P]([Pd]([P](C2C=CC=CC=2)(C2C=CC=CC=2)C2C=CC=CC=2)([P](C2C=CC=CC=2)(C2C=CC=CC=2)C2C=CC=CC=2)[P](C2C=CC=CC=2)(C2C=CC=CC=2)C2C=CC=CC=2)(C2C=CC=CC=2)C2C=CC=CC=2)=CC=1. The product is [OH:23][C:12]1[C:11]([CH:24]([CH3:26])[CH3:25])=[N:10][N:9]([CH2:8][C:5]2[CH:6]=[CH:7][C:2]([C:37]3[CH:36]=[N:35][C:34]([N:31]4[CH2:30][CH2:29][N:28]([CH3:27])[CH2:33][CH2:32]4)=[CH:39][CH:38]=3)=[CH:3][CH:4]=2)[C:14](=[O:15])[C:13]=1[C:16]([NH:18][CH2:19][C:20]([OH:22])=[O:21])=[O:17]. The yield is 0.497.